From a dataset of Full USPTO retrosynthesis dataset with 1.9M reactions from patents (1976-2016). Predict the reactants needed to synthesize the given product. Given the product [CH:57]([C:56]1[NH:55][C:54]([C:58]([O:61][CH3:62])=[O:60])=[CH:53][CH:52]=1)([CH3:47])[CH3:27], predict the reactants needed to synthesize it. The reactants are: C1C=CC(P(C2C=CC=CC=2)C2C=CC=CC=2)=CC=1.CCN(CC)CC.[C:27]1(S(/C=C/S(C2C=CC=CC=2)(=O)=O)(=O)=O)C=CC=CC=1.[CH2:47]1[CH2:57][CH2:56][N:55]2C(=N[CH2:52][CH2:53][CH2:54]2)CC1.[C:58]([O:61][CH2:62]C)(=[O:60])C.